From a dataset of Full USPTO retrosynthesis dataset with 1.9M reactions from patents (1976-2016). Predict the reactants needed to synthesize the given product. (1) Given the product [Br:37][CH2:10][CH2:9][CH2:8][CH2:7][CH2:6][CH2:5][CH2:4][CH2:3][CH2:2][CH2:1][O:11][C:12]1[CH:21]=[CH:20][C:15]([CH:16]=[O:17])=[CH:14][CH:13]=1, predict the reactants needed to synthesize it. The reactants are: [CH2:1]([O:11][C:12]1[CH:21]=[CH:20][C:15]([C:16](OC)=[O:17])=[CH:14][CH:13]=1)[CH2:2][CH2:3][CH2:4][CH2:5][CH2:6][CH2:7][CH2:8][CH2:9][CH3:10].C([O-])([O-])=O.[K+].[K+].OC1C=CC(C=O)=CC=1.[Br:37]CCCCCCCCCCBr. (2) Given the product [Br:1][C:2]1[C:3]([N:15]2[CH2:16][CH2:17][CH2:18][CH2:19][CH2:20]2)=[C:4]([CH:8]=[C:9]([C:11]([F:12])([F:13])[F:14])[CH:10]=1)[C:5]([NH:29][C:28]1[CH:30]=[CH:31][C:32]([Cl:33])=[C:26]([Cl:25])[CH:27]=1)=[O:6], predict the reactants needed to synthesize it. The reactants are: [Br:1][C:2]1[C:3]([N:15]2[CH2:20][CH2:19][CH2:18][CH2:17][CH2:16]2)=[C:4]([CH:8]=[C:9]([C:11]([F:14])([F:13])[F:12])[CH:10]=1)[C:5](O)=[O:6].O=S(Cl)Cl.[Cl:25][C:26]1[CH:27]=[C:28]([CH:30]=[CH:31][C:32]=1[Cl:33])[NH2:29]. (3) Given the product [C:14](/[C:19](=[CH:25]/[CH2:26][CH3:27])/[CH:20]=[CH:21]/[CH:22]([OH:24])[CH3:23])([CH2:17][CH3:18])([CH3:15])[CH3:16], predict the reactants needed to synthesize it. The reactants are: C(/C(=C/CC)/C=C/C(O)C)(C)(C)C.[C:14](/[C:19](=[CH:25]/[CH2:26][CH3:27])/[C:20]#[C:21][C:22](=[O:24])[CH3:23])([CH2:17][CH3:18])([CH3:16])[CH3:15].[H-].[H-].[H-].[H-].[Li+].[Al+3].